Dataset: Full USPTO retrosynthesis dataset with 1.9M reactions from patents (1976-2016). Task: Predict the reactants needed to synthesize the given product. Given the product [C:1]([O:5][C:6]([N:8]1[CH2:13][CH2:12][C:11]([C:15]2[CH:16]=[CH:17][C:18]([Cl:21])=[CH:19][CH:20]=2)([OH:14])[CH:10]([NH:22][C:23](=[O:26])[CH2:24][CH3:25])[CH2:9]1)=[O:7])([CH3:4])([CH3:2])[CH3:3], predict the reactants needed to synthesize it. The reactants are: [C:1]([O:5][C:6]([N:8]1[CH2:13][CH2:12][C:11]([C:15]2[CH:20]=[CH:19][C:18]([Cl:21])=[CH:17][CH:16]=2)([OH:14])[CH:10]([NH2:22])[CH2:9]1)=[O:7])([CH3:4])([CH3:3])[CH3:2].[C:23](Cl)(=[O:26])[CH2:24][CH3:25].C(N(CC)CC)C.